Dataset: Forward reaction prediction with 1.9M reactions from USPTO patents (1976-2016). Task: Predict the product of the given reaction. Given the reactants C(OC([N:8](C(OC(C)(C)C)=O)[C:9]1[C:10]([C:16]2[N:20](C(OC(C)(C)C)=O)[C:19]3[CH:28]=[CH:29][CH:30]=[CH:31][C:18]=3[N:17]=2)=[N:11][C:12](Br)=[CH:13][N:14]=1)=O)(C)(C)C.CC1(C)C(C)(C)OB([C:47]2[CH2:48][CH2:49][N:50]([C:53]([O:55][C:56]([CH3:59])([CH3:58])[CH3:57])=[O:54])[CH2:51][CH:52]=2)O1.C(P(C(C)(C)C)C1C=CC(N(C)C)=CC=1)(C)(C)C.C([O-])([O-])=O.[K+].[K+], predict the reaction product. The product is: [NH2:8][C:9]1[N:14]=[CH:13][C:12]([C:47]2[CH2:52][CH2:51][N:50]([C:53]([O:55][C:56]([CH3:59])([CH3:58])[CH3:57])=[O:54])[CH2:49][CH:48]=2)=[N:11][C:10]=1[C:16]1[NH:17][C:18]2[CH:31]=[CH:30][CH:29]=[CH:28][C:19]=2[N:20]=1.